This data is from Reaction yield outcomes from USPTO patents with 853,638 reactions. The task is: Predict the reaction yield, written as a fraction of the theoretical maximum amount of product (1.0 means a 100% yield; for example, 0.34 means a 34% yield). (1) The reactants are [OH:1][C:2]1[CH:16]=[CH:15][C:5]([C:6]([C:8]2[CH:13]=[CH:12][C:11]([OH:14])=[CH:10][CH:9]=2)=O)=[CH:4][CH:3]=1. The catalyst is C1COCC1.Cl[Ti](Cl)(Cl)Cl.[Zn]. The product is [OH:1][C:2]1[CH:16]=[CH:15][C:5]([C:6]([C:8]2[CH:13]=[CH:12][C:11]([OH:14])=[CH:10][CH:9]=2)=[C:6]([C:5]2[CH:15]=[CH:16][C:2]([OH:1])=[CH:3][CH:4]=2)[C:8]2[CH:9]=[CH:10][C:11]([OH:14])=[CH:12][CH:13]=2)=[CH:4][CH:3]=1. The yield is 0.830. (2) The reactants are [O:1]=[C:2]1[NH:7][C:6]2[CH:8]=[C:9]([CH2:12][N:13]3[CH2:18][CH2:17][N:16]([C:19]4[CH:29]=[CH:28][C:22]([C:23]([O:25]CC)=[O:24])=[CH:21][CH:20]=4)[CH2:15][CH2:14]3)[CH:10]=[N:11][C:5]=2[N:4]2[CH2:30][CH2:31][CH2:32][C@@H:3]12.[Li+].[OH-]. The catalyst is O1CCOCC1. The product is [O:1]=[C:2]1[NH:7][C:6]2[CH:8]=[C:9]([CH2:12][N:13]3[CH2:14][CH2:15][N:16]([C:19]4[CH:29]=[CH:28][C:22]([C:23]([OH:25])=[O:24])=[CH:21][CH:20]=4)[CH2:17][CH2:18]3)[CH:10]=[N:11][C:5]=2[N:4]2[CH2:30][CH2:31][CH2:32][C@@H:3]12. The yield is 0.860.